Dataset: Full USPTO retrosynthesis dataset with 1.9M reactions from patents (1976-2016). Task: Predict the reactants needed to synthesize the given product. (1) Given the product [Cl:8][C:12]1[CH2:17][CH2:16][N:15]([C:18]([O:20][CH2:21][CH3:22])=[O:19])[CH2:14][C:13]=1[CH:4]=[O:5], predict the reactants needed to synthesize it. The reactants are: CN([CH:4]=[O:5])C.O=P(Cl)(Cl)[Cl:8].O=[C:12]1[CH2:17][CH2:16][N:15]([C:18]([O:20][CH2:21][CH3:22])=[O:19])[CH2:14][CH2:13]1. (2) Given the product [F:9][C:10]1[CH:11]=[C:12]([N+:17]([O-:19])=[O:18])[CH:13]=[CH:14][C:15]=1[NH:1][CH:2]1[CH2:7][CH2:6][N:5]([CH3:8])[CH2:4][CH2:3]1, predict the reactants needed to synthesize it. The reactants are: [NH2:1][CH:2]1[CH2:7][CH2:6][N:5]([CH3:8])[CH2:4][CH2:3]1.[F:9][C:10]1[CH:11]=[C:12]([N+:17]([O-:19])=[O:18])[CH:13]=[CH:14][C:15]=1F. (3) Given the product [CH3:8][C:7]1[N:6]([C:9]2[CH:14]=[CH:13][CH:12]=[C:11]([C:15]([F:17])([F:18])[F:16])[CH:10]=2)[C:5](=[O:19])[C:4]([C:20]([NH:22][CH2:23][C:24]2[CH:29]=[CH:28][C:27]([S:30]([CH3:33])(=[O:31])=[O:32])=[CH:26][CH:25]=2)=[O:21])=[CH:3][C:2]=1[C:39]1[CH:44]=[N:43][CH:42]=[CH:41][N:40]=1, predict the reactants needed to synthesize it. The reactants are: I[C:2]1[CH:3]=[C:4]([C:20]([NH:22][CH2:23][C:24]2[CH:29]=[CH:28][C:27]([S:30]([CH3:33])(=[O:32])=[O:31])=[CH:26][CH:25]=2)=[O:21])[C:5](=[O:19])[N:6]([C:9]2[CH:14]=[CH:13][CH:12]=[C:11]([C:15]([F:18])([F:17])[F:16])[CH:10]=2)[C:7]=1[CH3:8].C([Sn](CCCC)(CCCC)[C:39]1[CH:44]=[N:43][CH:42]=[CH:41][N:40]=1)CCC.C1(P(C2C=CC=CC=2)C2C=CC=CC=2)C=CC=CC=1. (4) Given the product [Cl:1][C:2]1[CH:7]=[CH:6][C:5]([C:8]2[C:14]3[CH:15]=[C:16]([O:19][CH2:41][CH2:42][O:43][CH2:44][CH2:45][O:46][CH2:47][CH2:48][O:49][CH2:50][CH2:51][O:52][CH2:53][CH2:54][O:55][CH2:56][CH2:57][O:58][CH2:59][CH2:60][O:61][CH2:62][CH2:63][O:64][CH2:65][CH2:66][O:67][CH2:68][CH2:69][NH:70][C:71](=[O:97])[CH2:72][C@@H:73]4[N:79]=[C:78]([C:80]5[CH:85]=[CH:84][C:83]([Cl:86])=[CH:82][CH:81]=5)[C:77]5[CH:87]=[C:88]([O:91][CH3:92])[CH:89]=[CH:90][C:76]=5[N:75]5[C:93]([CH3:96])=[N:94][N:95]=[C:74]45)[CH:17]=[CH:18][C:13]=3[N:12]3[C:20]([CH3:23])=[N:21][N:22]=[C:11]3[C@H:10]([CH2:24][C:25]([NH:27][CH2:28][CH3:29])=[O:26])[N:9]=2)=[CH:4][CH:3]=1, predict the reactants needed to synthesize it. The reactants are: [Cl:1][C:2]1[CH:7]=[CH:6][C:5]([C:8]2[C:14]3[CH:15]=[C:16]([OH:19])[CH:17]=[CH:18][C:13]=3[N:12]3[C:20]([CH3:23])=[N:21][N:22]=[C:11]3[C@H:10]([CH2:24][C:25]([NH:27][CH2:28][CH3:29])=[O:26])[N:9]=2)=[CH:4][CH:3]=1.C(=O)([O-])[O-].[K+].[K+].CS(O[CH2:41][CH2:42][O:43][CH2:44][CH2:45][O:46][CH2:47][CH2:48][O:49][CH2:50][CH2:51][O:52][CH2:53][CH2:54][O:55][CH2:56][CH2:57][O:58][CH2:59][CH2:60][O:61][CH2:62][CH2:63][O:64][CH2:65][CH2:66][O:67][CH2:68][CH2:69][NH:70][C:71](=[O:97])[CH2:72][C@@H:73]1[N:79]=[C:78]([C:80]2[CH:85]=[CH:84][C:83]([Cl:86])=[CH:82][CH:81]=2)[C:77]2[CH:87]=[C:88]([O:91][CH3:92])[CH:89]=[CH:90][C:76]=2[N:75]2[C:93]([CH3:96])=[N:94][N:95]=[C:74]12)(=O)=O. (5) Given the product [CH3:1][O:2][C:3]1[CH:11]=[C:7]([C:8]([OH:10])=[O:9])[C:6]([NH2:12])=[CH:5][C:4]=1[O:15][CH2:16][CH2:17][Cl:18], predict the reactants needed to synthesize it. The reactants are: [CH3:1][O:2][C:3]1[C:4]([O:15][CH2:16][CH2:17][Cl:18])=[CH:5][C:6]([N+:12]([O-])=O)=[C:7]([CH:11]=1)[C:8]([OH:10])=[O:9].[H][H].